From a dataset of Reaction yield outcomes from USPTO patents with 853,638 reactions. Predict the reaction yield, written as a fraction of the theoretical maximum amount of product (1.0 means a 100% yield; for example, 0.34 means a 34% yield). The reactants are [NH2:1][C:2]1[CH:3]=[C:4]([N:8]2[C:12]3=[N:13][CH:14]=[N:15][C:16]([NH2:17])=[C:11]3[CH:10]=[N:9]2)[CH:5]=[CH:6][CH:7]=1.[CH3:18][N:19]1[CH:23]=[CH:22][N:21]=[C:20]1[C:24](O)=[O:25].Cl.CN(C)CCCN=C=NCC.ON1C2C=CC=CC=2N=N1. The catalyst is CN(C=O)C.CO. The product is [NH2:17][C:16]1[N:15]=[CH:14][N:13]=[C:12]2[N:8]([C:4]3[CH:3]=[C:2]([NH:1][C:24]([C:20]4[N:19]([CH3:18])[CH:23]=[CH:22][N:21]=4)=[O:25])[CH:7]=[CH:6][CH:5]=3)[N:9]=[CH:10][C:11]=12. The yield is 0.0800.